Dataset: Forward reaction prediction with 1.9M reactions from USPTO patents (1976-2016). Task: Predict the product of the given reaction. (1) Given the reactants [Cl:1][C:2]1[CH:10]=[C:9]([I:11])[CH:8]=[CH:7][C:3]=1[C:4](O)=[O:5].S(Cl)([Cl:14])=O, predict the reaction product. The product is: [Cl:1][C:2]1[CH:10]=[C:9]([I:11])[CH:8]=[CH:7][C:3]=1[C:4]([Cl:14])=[O:5]. (2) Given the reactants [NH2:1][CH2:2][C:3]1[N:8]=[C:7]([CH2:9][N:10]([CH2:21][C:22]2[C:31]3[C:26](=[CH:27][CH:28]=[CH:29][CH:30]=3)[CH:25]=[CH:24][CH:23]=2)[CH2:11][C:12]([O:14][CH2:15][CH2:16][Si:17]([CH3:20])([CH3:19])[CH3:18])=[O:13])[CH:6]=[CH:5][CH:4]=1.CCN(C(C)C)C(C)C.[OH:41][C@H:42](/[CH:55]=[CH:56]/[CH2:57][CH2:58][S:59][C:60]([C:73]1[CH:78]=[CH:77][CH:76]=[CH:75][CH:74]=1)([C:67]1[CH:72]=[CH:71][CH:70]=[CH:69][CH:68]=1)[C:61]1[CH:66]=[CH:65][CH:64]=[CH:63][CH:62]=1)[CH2:43][C:44](N1[C@H](C(C)C)CSC1=S)=[O:45], predict the reaction product. The product is: [OH:41][C@H:42](/[CH:55]=[CH:56]/[CH2:57][CH2:58][S:59][C:60]([C:73]1[CH:78]=[CH:77][CH:76]=[CH:75][CH:74]=1)([C:61]1[CH:62]=[CH:63][CH:64]=[CH:65][CH:66]=1)[C:67]1[CH:68]=[CH:69][CH:70]=[CH:71][CH:72]=1)[CH2:43][C:44]([NH:1][CH2:2][C:3]1[N:8]=[C:7]([CH2:9][N:10]([CH2:21][C:22]2[C:31]3[C:26](=[CH:27][CH:28]=[CH:29][CH:30]=3)[CH:25]=[CH:24][CH:23]=2)[CH2:11][C:12]([O:14][CH2:15][CH2:16][Si:17]([CH3:20])([CH3:18])[CH3:19])=[O:13])[CH:6]=[CH:5][CH:4]=1)=[O:45]. (3) Given the reactants Br[C:2]1[CH:3]=[C:4]([CH:8]=[CH:9][C:10]2[CH:17]=[CH:16][C:13]([C:14]#[N:15])=[C:12]([NH:18][CH2:19][C:20]3[CH:25]=[CH:24][C:23]([O:26][CH3:27])=[CH:22][CH:21]=3)[N:11]=2)[CH:5]=[CH:6][CH:7]=1, predict the reaction product. The product is: [CH3:27][O:26][C:23]1[CH:24]=[CH:25][C:20]([CH2:19][NH:18][C:12]2[N:11]=[C:10]([CH2:9][CH2:8][C:4]3[CH:3]=[C:2]([C:21]4[CH:20]=[CH:25][CH:24]=[C:23]([O:26][CH3:27])[CH:22]=4)[CH:7]=[CH:6][CH:5]=3)[CH:17]=[CH:16][C:13]=2[C:14]#[N:15])=[CH:21][CH:22]=1. (4) Given the reactants Cl[C:2]1[C:7]2[CH:8]=[CH:9][O:10][C:6]=2[CH:5]=[CH:4][N:3]=1.C(=O)([O-])[O-].[Cs+].[Cs+].[Br:17][C:18]1[CH:23]=[CH:22][C:21]([OH:24])=[CH:20][C:19]=1[CH3:25].O, predict the reaction product. The product is: [Br:17][C:18]1[CH:23]=[CH:22][C:21]([O:24][C:2]2[C:7]3[CH:8]=[CH:9][O:10][C:6]=3[CH:5]=[CH:4][N:3]=2)=[CH:20][C:19]=1[CH3:25]. (5) Given the reactants C([Li])CCC.[CH3:6][C:7]1[S:8][CH:9]=[C:10]([C:12]2[CH:17]=[CH:16][CH:15]=[CH:14][CH:13]=2)[N:11]=1.[CH2:18]([Sn:22](Cl)([CH2:27][CH2:28][CH2:29][CH3:30])[CH2:23][CH2:24][CH2:25][CH3:26])[CH2:19][CH2:20][CH3:21], predict the reaction product. The product is: [CH3:6][C:7]1[S:8][C:9]([Sn:22]([CH2:23][CH2:24][CH2:25][CH3:26])([CH2:27][CH2:28][CH2:29][CH3:30])[CH2:18][CH2:19][CH2:20][CH3:21])=[C:10]([C:12]2[CH:13]=[CH:14][CH:15]=[CH:16][CH:17]=2)[N:11]=1. (6) Given the reactants [NH2:1][C:2]1[N:3]=[C:4]([N:10]2[CH2:15][CH2:14][CH:13]([O:16][C:17]3[CH:22]=[CH:21][CH:20]=[CH:19][C:18]=3[C:23]([F:26])([F:25])[F:24])[CH2:12][CH2:11]2)[S:5][C:6]=1[C:7]([NH2:9])=[O:8].[CH3:27]OC(OC)OC.CC1C=CC(S(O)(=O)=O)=CC=1.O, predict the reaction product. The product is: [F:24][C:23]([F:26])([F:25])[C:18]1[CH:19]=[CH:20][CH:21]=[CH:22][C:17]=1[O:16][CH:13]1[CH2:12][CH2:11][N:10]([C:4]2[S:5][CH:6]3[C:7](=[O:8])[NH:9][CH:27]=[N:1][CH:2]3[N:3]=2)[CH2:15][CH2:14]1.